This data is from Reaction yield outcomes from USPTO patents with 853,638 reactions. The task is: Predict the reaction yield, written as a fraction of the theoretical maximum amount of product (1.0 means a 100% yield; for example, 0.34 means a 34% yield). (1) The reactants are Br[C:2]1[CH:7]=[C:6]([N+:8]([O-:10])=[O:9])[CH:5]=[C:4]([O:11][CH3:12])[CH:3]=1.[CH3:13][C@H:14]1[CH2:18][CH2:17][CH2:16][NH:15]1.C1C=CC(P(C2C(C3C(P(C4C=CC=CC=4)C4C=CC=CC=4)=CC=C4C=3C=CC=C4)=C3C(C=CC=C3)=CC=2)C2C=CC=CC=2)=CC=1.C([O-])([O-])=O.[Cs+].[Cs+]. The catalyst is C1C=CC(/C=C/C(/C=C/C2C=CC=CC=2)=O)=CC=1.C1C=CC(/C=C/C(/C=C/C2C=CC=CC=2)=O)=CC=1.C1C=CC(/C=C/C(/C=C/C2C=CC=CC=2)=O)=CC=1.[Pd].[Pd].O1CCOCC1. The product is [CH3:12][O:11][C:4]1[CH:3]=[C:2]([N:15]2[CH2:16][CH2:17][CH2:18][C@@H:14]2[CH3:13])[CH:7]=[C:6]([N+:8]([O-:10])=[O:9])[CH:5]=1. The yield is 0.850. (2) The product is [CH3:60][O:59][C:57](=[O:58])[NH:56][CH:52]([C:51]([N:45]1[CH2:46][CH2:50][CH2:49][CH:44]1[C:41]1[NH:40][C:39]([C:36]2[CH:35]=[CH:34][C:33]3[C:38](=[CH:67][CH:68]=[C:29]([C:30]4[CH:25]=[CH:24][C:23]([C:20]5[NH:19][C:18]([CH:17]6[CH2:16][C:13](=[CH2:14])[CH2:12][N:11]6[C:9](=[O:10])[CH:5]([NH:4][C:3]([O:2][CH3:1])=[O:62])[CH:6]([CH3:8])[CH3:7])=[N:22][CH:21]=5)=[CH:32][CH:31]=4)[CH:28]=3)[CH:37]=2)=[CH:43][N:42]=1)=[O:61])[CH:53]([CH3:54])[CH3:55]. The reactants are [CH3:1][O:2][C:3](=[O:62])[NH:4][CH:5]([C:9]([N:11]1[CH:17]([C:18]2[NH:19][C:20]([C:23]3[CH:32]=[CH:31][C:30]4[C:25](=CC=[C:28]([C:33]5[CH:38]=[CH:37][C:36]([C:39]6[NH:40][C:41]([CH:44]7[CH:49]8[CH2:50][CH:46](CC8)[N:45]7[C:51](=[O:61])[CH:52]([NH:56][C:57]([O:59][CH3:60])=[O:58])[CH:53]([CH3:55])[CH3:54])=[N:42][CH:43]=6)=[CH:35][CH:34]=5)[CH:29]=4)[CH:24]=3)=[CH:21][N:22]=2)[CH2:16][C:13]2(C[CH2:14]2)[CH2:12]1)=[O:10])[CH:6]([CH3:8])[CH3:7].COC(=O)N[CH:67](C(N1CCCC1C1NC(C2C=CC3C(=CC=C(B4OC(C)(C)C(C)(C)O4)C=3)C=2)=CN=1)=O)[CH:68](C)C.COC(=O)NC(C(N1CC(=C)CC1C1NC(C2C=CC(Br)=CC=2)=CN=1)=O)C(C)C.P([O-])([O-])([O-])=O.[K+].[K+].[K+].C(=O)([O-])[O-].[K+].[K+]. No catalyst specified. The yield is 0.0500. (3) The reactants are [Br:1][C:2]1[CH:3]=[C:4]2[C:12](=[CH:13][CH:14]=1)[NH:11][C:10]1[CH:9]([NH2:15])[CH2:8][CH2:7][CH2:6][C:5]2=1.[C:16](Cl)(=[O:23])[C:17]1[CH:22]=[CH:21][CH:20]=[CH:19][CH:18]=1.C(N(C(C)C)CC)(C)C. The product is [Br:1][C:2]1[CH:3]=[C:4]2[C:12](=[CH:13][CH:14]=1)[NH:11][C:10]1[CH:9]([NH:15][C:16](=[O:23])[C:17]3[CH:22]=[CH:21][CH:20]=[CH:19][CH:18]=3)[CH2:8][CH2:7][CH2:6][C:5]2=1. The catalyst is ClCCl. The yield is 0.260.